The task is: Regression. Given two drug SMILES strings and cell line genomic features, predict the synergy score measuring deviation from expected non-interaction effect.. This data is from NCI-60 drug combinations with 297,098 pairs across 59 cell lines. (1) Drug 1: CN1C2=C(C=C(C=C2)N(CCCl)CCCl)N=C1CCCC(=O)O.Cl. Drug 2: C1CN(P(=O)(OC1)NCCCl)CCCl. Cell line: SF-295. Synergy scores: CSS=2.40, Synergy_ZIP=-3.89, Synergy_Bliss=-5.12, Synergy_Loewe=-5.94, Synergy_HSA=-5.11. (2) Drug 1: C1=CC(=CC=C1CCC2=CNC3=C2C(=O)NC(=N3)N)C(=O)NC(CCC(=O)O)C(=O)O. Cell line: IGROV1. Drug 2: C1CN(P(=O)(OC1)NCCCl)CCCl. Synergy scores: CSS=21.4, Synergy_ZIP=-6.47, Synergy_Bliss=0.231, Synergy_Loewe=-41.4, Synergy_HSA=0.593. (3) Drug 1: C1=CC(=C2C(=C1NCCNCCO)C(=O)C3=C(C=CC(=C3C2=O)O)O)NCCNCCO. Drug 2: C1=CC(=CC=C1CC(C(=O)O)N)N(CCCl)CCCl.Cl. Cell line: TK-10. Synergy scores: CSS=40.2, Synergy_ZIP=3.04, Synergy_Bliss=4.87, Synergy_Loewe=-11.4, Synergy_HSA=4.16.